Dataset: Full USPTO retrosynthesis dataset with 1.9M reactions from patents (1976-2016). Task: Predict the reactants needed to synthesize the given product. The reactants are: [CH3:1][C:2]1[CH:3]=[C:4]([C:9]2[CH:13]=[C:12]([OH:14])[N:11]([CH3:15])[N:10]=2)[CH:5]=[C:6]([CH3:8])[CH:7]=1.O.[C:17](OCC)(=[O:19])C. Given the product [CH3:8][C:6]1[CH:5]=[C:4]([C:9]2[C:13]([CH:17]=[O:19])=[C:12]([OH:14])[N:11]([CH3:15])[N:10]=2)[CH:3]=[C:2]([CH3:1])[CH:7]=1, predict the reactants needed to synthesize it.